This data is from NCI-60 drug combinations with 297,098 pairs across 59 cell lines. The task is: Regression. Given two drug SMILES strings and cell line genomic features, predict the synergy score measuring deviation from expected non-interaction effect. (1) Drug 1: COC1=C(C=C2C(=C1)N=CN=C2NC3=CC(=C(C=C3)F)Cl)OCCCN4CCOCC4. Drug 2: CC1=C(C=C(C=C1)NC(=O)C2=CC=C(C=C2)CN3CCN(CC3)C)NC4=NC=CC(=N4)C5=CN=CC=C5. Cell line: CCRF-CEM. Synergy scores: CSS=15.6, Synergy_ZIP=4.97, Synergy_Bliss=10.5, Synergy_Loewe=9.34, Synergy_HSA=9.09. (2) Drug 1: CCC1(C2=C(COC1=O)C(=O)N3CC4=CC5=C(C=CC(=C5CN(C)C)O)N=C4C3=C2)O.Cl. Drug 2: C1CCC(C(C1)N)N.C(=O)(C(=O)[O-])[O-].[Pt+4]. Cell line: PC-3. Synergy scores: CSS=21.0, Synergy_ZIP=1.18, Synergy_Bliss=5.21, Synergy_Loewe=-11.8, Synergy_HSA=3.80. (3) Drug 1: CC1=CC=C(C=C1)C2=CC(=NN2C3=CC=C(C=C3)S(=O)(=O)N)C(F)(F)F. Drug 2: C(=O)(N)NO. Cell line: SK-MEL-28. Synergy scores: CSS=-3.67, Synergy_ZIP=2.23, Synergy_Bliss=1.15, Synergy_Loewe=-2.65, Synergy_HSA=-2.35. (4) Drug 1: C1=NC(=NC(=O)N1C2C(C(C(O2)CO)O)O)N. Drug 2: CN1C2=C(C=C(C=C2)N(CCCl)CCCl)N=C1CCCC(=O)O.Cl. Cell line: TK-10. Synergy scores: CSS=27.9, Synergy_ZIP=-7.70, Synergy_Bliss=0.0275, Synergy_Loewe=-19.8, Synergy_HSA=-1.03.